From a dataset of Drug-target binding data from BindingDB using IC50 measurements. Regression. Given a target protein amino acid sequence and a drug SMILES string, predict the binding affinity score between them. We predict pIC50 (pIC50 = -log10(IC50 in M); higher means more potent). Dataset: bindingdb_ic50. (1) The small molecule is Nc1nnc(SCCN2CCC(Cc3ccccc3)CC2)[nH]1. The target protein (Q12879) has sequence MGRVGYWTLLVLPALLVWRGPAPSAAAEKGPPALNIAVMLGHSHDVTERELRTLWGPEQAAGLPLDVNVVALLMNRTDPKSLITHVCDLMSGARIHGLVFGDDTDQEAVAQMLDFISSHTFVPILGIHGGASMIMADKDPTSTFFQFGASIQQQATVMLKIMQDYDWHVFSLVTTIFPGYREFISFVKTTVDNSFVGWDMQNVITLDTSFEDAKTQVQLKKIHSSVILLYCSKDEAVLILSEARSLGLTGYDFFWIVPSLVSGNTELIPKEFPSGLISVSYDDWDYSLEARVRDGIGILTTAASSMLEKFSYIPEAKASCYGQMERPEVPMHTLHPFMVNVTWDGKDLSFTEEGYQVHPRLVVIVLNKDREWEKVGKWENHTLSLRHAVWPRYKSFSDCEPDDNHLSIVTLEEAPFVIVEDIDPLTETCVRNTVPCRKFVKINNSTNEGMNVKKCCKGFCIDILKKLSRTVKFTYDLYLVTNGKHGKKVNNVWNGMIGEV.... The pIC50 is 4.0. (2) The small molecule is CCN(C)C(=O)Oc1cccc2c1c(CCC(=O)OC)cn2C. The target protein (P23795) has sequence MRPPWCPLHTPSLTPPLLLLLFLIGGGAEAEGPEDPELLVMVRGGRLRGLRLMAPRGPVSAFLGIPFAEPPVGPRRFLPPEPKRPWPGVLNATAFQSVCYQYVDTLYPGFEGTEMWNPNRELSEDCLYLNVWTPYPRPSSPTPVLVWIYGGGFYSGASSLDVYDGRFLTQAEGTVLVSMNYRVGAFGFLALPGSREAPGNVGLLDQRLALQWVQENVAAFGGDPTSVTLFGESAGAASVGMHLLSPPSRGLFHRAVLQSGAPNGPWATVGVGEARRRATLLARLVGCPPGGAGGNDTELVACLRARPAQDLVDHEWRVLPQESVFRFSFVPVVDGDFLSDTPEALINAGDFHGLQVLVGVVKDEGSYFLVYGAPGFSKDNESLISRAQFLAGVRVGVPQASDLAAEAVVLHYTDWLHPEDPARLREALSDVVGDHNVVCPVAQLAGRLAAQGARVYAYIFEHRASTLSWPLWMGVPHGYEIEFIFGLPLEPSLNYTIEER.... The pIC50 is 3.7.